Dataset: Forward reaction prediction with 1.9M reactions from USPTO patents (1976-2016). Task: Predict the product of the given reaction. (1) Given the reactants [Cl:1][C:2]1[N:10]=[C:9]([C:11]2[O:12][CH:13]=[CH:14][CH:15]=2)[C:8]([C:16]2[CH:21]=[CH:20][N:19]=[CH:18][N:17]=2)=[CH:7][C:3]=1C(O)=O.C([N:24]([CH2:27]C)CC)C.C1(P(N=[N+]=[N-])(C2C=CC=CC=2)=[O:36])C=CC=CC=1.C(OCC)(=O)C.[C:52]([OH:56])([CH3:55])([CH3:54])[CH3:53], predict the reaction product. The product is: [Cl:1][C:2]1[C:3]([NH:24][C:27](=[O:36])[O:56][C:52]([CH3:55])([CH3:54])[CH3:53])=[CH:7][C:8]([C:16]2[CH:21]=[CH:20][N:19]=[CH:18][N:17]=2)=[C:9]([C:11]2[O:12][CH:13]=[CH:14][CH:15]=2)[N:10]=1. (2) Given the reactants [Cl:1][C:2]1[CH:10]=[C:9]([Cl:11])[CH:8]=[CH:7][C:3]=1[C:4]([OH:6])=O.[F:12][C:13]1([F:29])[CH2:18][CH2:17][N:16]([CH:19]([C:22]2[CH:23]=[N:24][C:25]([CH3:28])=[N:26][CH:27]=2)[CH2:20][NH2:21])[CH2:15][CH2:14]1, predict the reaction product. The product is: [Cl:1][C:2]1[CH:10]=[C:9]([Cl:11])[CH:8]=[CH:7][C:3]=1[C:4]([NH:21][CH2:20][CH:19]([N:16]1[CH2:15][CH2:14][C:13]([F:29])([F:12])[CH2:18][CH2:17]1)[C:22]1[CH:23]=[N:24][C:25]([CH3:28])=[N:26][CH:27]=1)=[O:6].